From a dataset of Peptide-MHC class I binding affinity with 185,985 pairs from IEDB/IMGT. Regression. Given a peptide amino acid sequence and an MHC pseudo amino acid sequence, predict their binding affinity value. This is MHC class I binding data. The peptide sequence is LERTSKASLER. The MHC is HLA-A30:01 with pseudo-sequence HLA-A30:01. The binding affinity (normalized) is 0.